From a dataset of Peptide-MHC class I binding affinity with 185,985 pairs from IEDB/IMGT. Regression. Given a peptide amino acid sequence and an MHC pseudo amino acid sequence, predict their binding affinity value. This is MHC class I binding data. The peptide sequence is SMRKTDWLPM. The binding affinity (normalized) is 0.547. The MHC is HLA-B15:01 with pseudo-sequence HLA-B15:01.